This data is from Peptide-MHC class I binding affinity with 185,985 pairs from IEDB/IMGT. The task is: Regression. Given a peptide amino acid sequence and an MHC pseudo amino acid sequence, predict their binding affinity value. This is MHC class I binding data. (1) The peptide sequence is ASDRISGIL. The MHC is HLA-A01:01 with pseudo-sequence HLA-A01:01. The binding affinity (normalized) is 0.188. (2) The peptide sequence is DLMGVPYCNY. The MHC is HLA-A30:01 with pseudo-sequence HLA-A30:01. The binding affinity (normalized) is 0. (3) The peptide sequence is PRKPIKCW. The MHC is Mamu-B17 with pseudo-sequence Mamu-B17. The binding affinity (normalized) is 0. (4) The peptide sequence is LAYFPVFRFLNGS. The MHC is HLA-A31:01 with pseudo-sequence HLA-A31:01. The binding affinity (normalized) is 0.350. (5) The MHC is HLA-A03:01 with pseudo-sequence HLA-A03:01. The peptide sequence is YFVPNLKDM. The binding affinity (normalized) is 0.213. (6) The binding affinity (normalized) is 0. The peptide sequence is DEPASTEPVHDQLL. The MHC is HLA-A23:01 with pseudo-sequence HLA-A23:01. (7) The peptide sequence is AIKPITDQF. The MHC is HLA-B15:01 with pseudo-sequence HLA-B15:01. The binding affinity (normalized) is 0.0847. (8) The peptide sequence is GIPYCNYSK. The MHC is HLA-A03:01 with pseudo-sequence HLA-A03:01. The binding affinity (normalized) is 0.250. (9) The peptide sequence is ICGGTIDAY. The MHC is HLA-A30:02 with pseudo-sequence HLA-A30:02. The binding affinity (normalized) is 0.609.